Dataset: Forward reaction prediction with 1.9M reactions from USPTO patents (1976-2016). Task: Predict the product of the given reaction. (1) Given the reactants [CH2:1]([O:8][CH2:9][N:10]1[N:14]=[N:13][CH:12]=[N:11]1)[C:2]1[CH:7]=[CH:6][CH:5]=[CH:4][CH:3]=1.CN(C)CCN(C)C.C([Li])CCC.[CH2:28]([Sn:32](Cl)([CH2:37][CH2:38][CH2:39][CH3:40])[CH2:33][CH2:34][CH2:35][CH3:36])[CH2:29][CH2:30][CH3:31], predict the reaction product. The product is: [CH2:1]([O:8][CH2:9][N:10]1[N:14]=[N:13][C:12]([Sn:32]([CH2:33][CH2:34][CH2:35][CH3:36])([CH2:37][CH2:38][CH2:39][CH3:40])[CH2:28][CH2:29][CH2:30][CH3:31])=[N:11]1)[C:2]1[CH:3]=[CH:4][CH:5]=[CH:6][CH:7]=1. (2) Given the reactants [S:1]1[C:5]2[CH:6]=[CH:7][CH:8]=[CH:9][C:4]=2[CH:3]=[C:2]1[S:10]([NH:13][C:14]1[CH:19]=[C:18]([CH3:20])[CH:17]=[CH:16][C:15]=1[S:21][CH2:22][C:23]1[CH:32]=[CH:31][CH:30]=[CH:29][C:24]=1[C:25]([O:27]C)=[O:26])(=[O:12])=[O:11].[OH-].[Na+].Cl, predict the reaction product. The product is: [S:1]1[C:5]2[CH:6]=[CH:7][CH:8]=[CH:9][C:4]=2[CH:3]=[C:2]1[S:10]([NH:13][C:14]1[CH:19]=[C:18]([CH3:20])[CH:17]=[CH:16][C:15]=1[S:21][CH2:22][C:23]1[CH:32]=[CH:31][CH:30]=[CH:29][C:24]=1[C:25]([OH:27])=[O:26])(=[O:11])=[O:12]. (3) Given the reactants [CH2:1]([O:8][C@@H:9]1[C@@H:15]([O:16][CH2:17][C:18]2[CH:23]=[CH:22][CH:21]=[CH:20][CH:19]=2)[C@H:14]([O:24][CH2:25][C:26]2[CH:31]=[CH:30][CH:29]=[CH:28][CH:27]=2)[C@@H:13]([CH2:32][O:33][CH2:34][C:35]2[CH:40]=[CH:39][CH:38]=[CH:37][CH:36]=2)[O:12][CH:10]1O)[C:2]1[CH:7]=[CH:6][CH:5]=[CH:4][CH:3]=1.C1CCN2C(=NCCC2)CC1.[F:52][B-](F)(F)F, predict the reaction product. The product is: [CH2:1]([O:8][C@@H:9]1[C@@H:15]([O:16][CH2:17][C:18]2[CH:23]=[CH:22][CH:21]=[CH:20][CH:19]=2)[C@H:14]([O:24][CH2:25][C:26]2[CH:31]=[CH:30][CH:29]=[CH:28][CH:27]=2)[C@@H:13]([CH2:32][O:33][CH2:34][C:35]2[CH:40]=[CH:39][CH:38]=[CH:37][CH:36]=2)[O:12][CH:10]1[F:52])[C:2]1[CH:7]=[CH:6][CH:5]=[CH:4][CH:3]=1. (4) Given the reactants [Br:1][C:2]1[CH:7]=[CH:6][C:5](I)=[CH:4][CH:3]=1.[Cl-].[Li+].C([Mg]Cl)(C)C.[CH3:16][CH:17]([CH3:21])[CH2:18][CH:19]=[O:20], predict the reaction product. The product is: [Br:1][C:2]1[CH:7]=[CH:6][C:5]([CH:19]([OH:20])[CH2:18][CH:17]([CH3:21])[CH3:16])=[CH:4][CH:3]=1. (5) Given the reactants C([S:4][CH:5]([CH3:12])[CH:6]([CH3:11])[C:7]([O:9][CH3:10])=[O:8])(=O)C, predict the reaction product. The product is: [SH:4][CH:5]([CH3:12])[CH:6]([CH3:11])[C:7]([O:9][CH3:10])=[O:8]. (6) The product is: [F:15][C:12]([F:13])([F:14])[C@H:11]([CH3:16])[O:10][C:7]1[N:8]=[CH:9][C:4]([NH2:1])=[CH:5][CH:6]=1. Given the reactants [N+:1]([C:4]1[CH:5]=[CH:6][C:7]([O:10][C@@H:11]([CH3:16])[C:12]([F:15])([F:14])[F:13])=[N:8][CH:9]=1)([O-])=O.[H][H], predict the reaction product. (7) Given the reactants [CH3:1][C:2]1[CH:7]=[CH:6][CH:5]=[C:4]([CH3:8])[C:3]=1[CH2:9][N:10]1[C:14]([C:15]([OH:17])=O)=[CH:13][C:12]([B:18]2[O:22][C:21]([CH3:24])([CH3:23])[C:20]([CH3:26])([CH3:25])[O:19]2)=[N:11]1.CN(C(ON1N=NC2C=CC=NC1=2)=[N+](C)C)C.F[P-](F)(F)(F)(F)F.C(N(C(C)C)C(C)C)C.[C:60]1([S:66]([NH2:69])(=[O:68])=[O:67])[CH:65]=[CH:64][CH:63]=[CH:62][CH:61]=1, predict the reaction product. The product is: [C:60]1([S:66]([NH:69][C:15]([C:14]2[N:10]([CH2:9][C:3]3[C:2]([CH3:1])=[CH:7][CH:6]=[CH:5][C:4]=3[CH3:8])[N:11]=[C:12]([B:18]3[O:22][C:21]([CH3:24])([CH3:23])[C:20]([CH3:25])([CH3:26])[O:19]3)[CH:13]=2)=[O:17])(=[O:68])=[O:67])[CH:65]=[CH:64][CH:63]=[CH:62][CH:61]=1. (8) Given the reactants C[O:2][C:3](=[O:34])[CH2:4][CH:5]1[CH2:10][CH2:9][CH:8]([C:11]2[CH:16]=[CH:15][C:14]([C:17]3[CH:18]=[N:19][C:20]([NH:23][C:24]4[CH:25]=[N:26][C:27]([C:30]([F:33])([F:32])[F:31])=[CH:28][CH:29]=4)=[N:21][CH:22]=3)=[CH:13][CH:12]=2)[CH2:7][CH2:6]1.[Li+].[OH-], predict the reaction product. The product is: [F:33][C:30]([F:31])([F:32])[C:27]1[N:26]=[CH:25][C:24]([NH:23][C:20]2[N:19]=[CH:18][C:17]([C:14]3[CH:13]=[CH:12][C:11]([CH:8]4[CH2:7][CH2:6][CH:5]([CH2:4][C:3]([OH:34])=[O:2])[CH2:10][CH2:9]4)=[CH:16][CH:15]=3)=[CH:22][N:21]=2)=[CH:29][CH:28]=1. (9) Given the reactants Br[CH2:2][CH2:3][CH2:4][CH2:5][CH2:6][CH2:7][CH2:8][CH2:9][CH2:10][C:11]([OH:13])=[O:12].[I-:14].[Na+], predict the reaction product. The product is: [I:14][CH2:2][CH2:3][CH2:4][CH2:5][CH2:6][CH2:7][CH2:8][CH2:9][CH2:10][C:11]([OH:13])=[O:12]. (10) The product is: [Cl:20][C:18]1[C:17]([CH3:21])=[C:16]([C:22]2[CH:27]=[N:26][C:25]([N:28]([CH3:30])[CH3:29])=[N:24][CH:23]=2)[C:15]([O:31][CH3:32])=[C:14]([CH:12]([NH:11][C:2]2[N:10]=[CH:9][N:8]=[C:7]3[C:3]=2[N:4]=[CH:5][NH:6]3)[CH3:13])[CH:19]=1. Given the reactants Br[C:2]1[N:10]=[CH:9][N:8]=[C:7]2[C:3]=1[N:4]=[CH:5][NH:6]2.[NH2:11][CH:12]([C:14]1[C:15]([O:31][CH3:32])=[C:16]([C:22]2[CH:23]=[N:24][C:25]([N:28]([CH3:30])[CH3:29])=[N:26][CH:27]=2)[C:17]([CH3:21])=[C:18]([Cl:20])[CH:19]=1)[CH3:13].C(N(CC)C(C)C)(C)C, predict the reaction product.